Dataset: Reaction yield outcomes from USPTO patents with 853,638 reactions. Task: Predict the reaction yield, written as a fraction of the theoretical maximum amount of product (1.0 means a 100% yield; for example, 0.34 means a 34% yield). (1) The reactants are [OH-].[Li+].[CH3:3][N:4]([CH2:15][C:16]([O:18]C)=[O:17])[S:5]([C:8]1[CH:13]=[CH:12][C:11]([CH3:14])=[CH:10][CH:9]=1)(=[O:7])=[O:6]. The catalyst is CO.C1COCC1.O. The product is [CH3:3][N:4]([CH2:15][C:16]([OH:18])=[O:17])[S:5]([C:8]1[CH:9]=[CH:10][C:11]([CH3:14])=[CH:12][CH:13]=1)(=[O:6])=[O:7]. The yield is 0.970. (2) The reactants are [C:1]([C:4]1[CH:13]=[CH:12][C:7](C(OC)=O)=[CH:6][C:5]=1[N+:14]([O-:16])=[O:15])([OH:3])=[O:2].S(=O)(=O)(O)O.[CH3:22][C:23]([CH3:25])=[CH2:24].[OH-:26].[Na+].O1C[CH2:32][O:31][CH2:30]C1. No catalyst specified. The product is [CH3:30][O:31][C:32]([C:12]1[CH:7]=[CH:6][C:5]([N+:14]([O-:16])=[O:15])=[C:4]([CH:13]=1)[C:1]([O:3][C:23]([CH3:25])([CH3:22])[CH3:24])=[O:2])=[O:26]. The yield is 0.740. (3) The reactants are [C:1]([N:5]1[C:9]([CH3:10])=[C:8]([C:11]([O:13]CC)=[O:12])[CH:7]=[N:6]1)([CH3:4])([CH3:3])[CH3:2].O.[OH-].[Li+].Cl. The catalyst is C(O)C.O.O1CCOCC1.O.CCOCC. The product is [C:1]([N:5]1[C:9]([CH3:10])=[C:8]([C:11]([OH:13])=[O:12])[CH:7]=[N:6]1)([CH3:4])([CH3:2])[CH3:3]. The yield is 0.870. (4) The reactants are C([Li])CCC.CCCCCC.[O:12]=[C:13]1[CH2:17][CH2:16][CH2:15][N:14]1[C:18]([O:20][CH2:21][CH:22]1[C:34]2[CH:33]=[CH:32][CH:31]=[CH:30][C:29]=2[C:28]2[C:23]1=[CH:24][CH:25]=[CH:26][CH:27]=2)=[O:19].[CH3:35][O:36][CH2:37][C:38](Cl)=O.Cl.[NH2:42][C:43]1[CH:48]=[CH:47][CH:46]=[CH:45][CH:44]=1.O.C1(C)C=CC(S(O)(=O)=O)=CC=1.C(O)(=O)CC(CC(O)=O)(C(O)=O)O. The catalyst is O1CCCC1.C1(C)C=CC=CC=1.C1CCCCC1.O. The product is [CH3:35][O:36][CH2:37][C:38](=[C:17]1[CH2:16][CH2:15][N:14]([C:18]([O:20][CH2:21][CH:22]2[C:34]3[CH:33]=[CH:32][CH:31]=[CH:30][C:29]=3[C:28]3[C:23]2=[CH:24][CH:25]=[CH:26][CH:27]=3)=[O:19])[C:13]1=[O:12])[NH:42][C:43]1[CH:48]=[CH:47][CH:46]=[CH:45][CH:44]=1. The yield is 0.0570.